This data is from Forward reaction prediction with 1.9M reactions from USPTO patents (1976-2016). The task is: Predict the product of the given reaction. (1) Given the reactants [CH3:1][N:2]1[CH2:7][CH2:6][N:5]([C:8]2[CH:15]=[CH:14][CH:13]=[CH:12][C:9]=2[CH:10]=O)[CH2:4][CH2:3]1.[F:16][C:17]([F:31])([F:30])[C:18]1[CH:23]=[CH:22][C:21]([N:24]2[CH2:28][CH2:27][CH2:26][C:25]2=[O:29])=[CH:20][CH:19]=1.O, predict the reaction product. The product is: [CH3:1][N:2]1[CH2:7][CH2:6][N:5]([C:8]2[CH:15]=[CH:14][CH:13]=[CH:12][C:9]=2[CH:10]=[C:26]2[CH2:27][CH2:28][N:24]([C:21]3[CH:20]=[CH:19][C:18]([C:17]([F:31])([F:16])[F:30])=[CH:23][CH:22]=3)[C:25]2=[O:29])[CH2:4][CH2:3]1. (2) Given the reactants [OH:1][CH:2]1[CH2:7][CH2:6][N:5]([CH2:8][CH2:9][NH:10][C:11]([C:13]2[N:14]=[N:15][C:16]([CH2:32][CH2:33][CH2:34][CH3:35])=[C:17]([C:19]3[CH:24]=[CH:23][C:22]([O:25][CH:26]4[CH2:31][CH2:30][CH2:29][CH2:28][CH2:27]4)=[CH:21][CH:20]=3)[CH:18]=2)=[O:12])[CH2:4][CH2:3]1.O1CCOCC1.[ClH:42], predict the reaction product. The product is: [ClH:42].[ClH:42].[OH:1][CH:2]1[CH2:3][CH2:4][N:5]([CH2:8][CH2:9][NH:10][C:11]([C:13]2[N:14]=[N:15][C:16]([CH2:32][CH2:33][CH2:34][CH3:35])=[C:17]([C:19]3[CH:20]=[CH:21][C:22]([O:25][CH:26]4[CH2:27][CH2:28][CH2:29][CH2:30][CH2:31]4)=[CH:23][CH:24]=3)[CH:18]=2)=[O:12])[CH2:6][CH2:7]1. (3) Given the reactants [Br:1][C:2]1[CH:7]=[CH:6][C:5]([OH:8])=[CH:4][C:3]=1[CH3:9].Br[CH2:11][CH2:12][O:13][CH:14]1[CH2:19][CH2:18][CH2:17][CH2:16][O:15]1.C([O-])([O-])=O.[K+].[K+].[OH-].[Na+], predict the reaction product. The product is: [Br:1][C:2]1[CH:7]=[CH:6][C:5]([O:8][CH2:11][CH2:12][O:13][CH:14]2[CH2:19][CH2:18][CH2:17][CH2:16][O:15]2)=[CH:4][C:3]=1[CH3:9]. (4) Given the reactants Cl.[C:2]([N:5]1[C:14]2[C:9](=[CH:10][C:11]([C:15]#[C:16][Si:17]([CH:24]([CH3:26])[CH3:25])([CH:21]([CH3:23])[CH3:22])[CH:18]([CH3:20])[CH3:19])=[CH:12][CH:13]=2)[C@H:8]([NH2:27])[CH2:7][C@@H:6]1[CH3:28])(=[O:4])[CH3:3].Br[C:30]1[N:35]=[CH:34][CH:33]=[CH:32][N:31]=1.CC(C)([O-])C.[Na+].CN(C)C1C=CC=CC=1C1C=CC=CC=1P(C1CCCCC1)C1CCCCC1, predict the reaction product. The product is: [C:2]([N:5]1[C:14]2[C:9](=[CH:10][C:11]([C:15]#[C:16][Si:17]([CH:21]([CH3:23])[CH3:22])([CH:18]([CH3:20])[CH3:19])[CH:24]([CH3:26])[CH3:25])=[CH:12][CH:13]=2)[C@H:8]([NH:27][C:30]2[N:35]=[CH:34][CH:33]=[CH:32][N:31]=2)[CH2:7][C@@H:6]1[CH3:28])(=[O:4])[CH3:3]. (5) Given the reactants [NH2:1][C:2]1[N:6]([CH2:7][CH3:8])[CH:5]=[N:4][C:3]=1[C:9]([NH:11][C:12]1[CH:13]=[N:14][C:15]([Cl:18])=[CH:16][CH:17]=1)=[O:10].[F:19][C:20]([F:28])([F:27])[CH:21]([CH3:26])[CH2:22][C:23](O)=[O:24].O=C1N(P(Cl)(N2CCOC2=O)=O)CCO1.C(N(CC)C(C)C)(C)C, predict the reaction product. The product is: [Cl:18][C:15]1[N:14]=[CH:13][C:12]([NH:11][C:9]([C:3]2[N:4]=[CH:5][N:6]([CH2:7][CH3:8])[C:2]=2[NH:1][C:23](=[O:24])[CH2:22][CH:21]([CH3:26])[C:20]([F:28])([F:27])[F:19])=[O:10])=[CH:17][CH:16]=1. (6) Given the reactants [F:1][C:2]1[C:7](B(O)O)=[CH:6][CH:5]=[CH:4][N:3]=1.Br[C:12]1[CH:13]=[C:14]([C:23]2[O:27][N:26]=[C:25]([C:28]3[CH:36]=[CH:35][C:34]4[NH:33][C:32]5[CH:37]([CH2:40][C:41]([OH:43])=[O:42])[CH2:38][CH2:39][C:31]=5[C:30]=4[CH:29]=3)[N:24]=2)[CH:15]=[C:16]([O:18][C:19]([F:22])([F:21])[F:20])[CH:17]=1, predict the reaction product. The product is: [F:1][C:2]1[C:7]([C:12]2[CH:13]=[C:14]([C:23]3[O:27][N:26]=[C:25]([C:28]4[CH:36]=[CH:35][C:34]5[NH:33][C:32]6[CH:37]([CH2:40][C:41]([OH:43])=[O:42])[CH2:38][CH2:39][C:31]=6[C:30]=5[CH:29]=4)[N:24]=3)[CH:15]=[C:16]([O:18][C:19]([F:20])([F:21])[F:22])[CH:17]=2)=[CH:6][CH:5]=[CH:4][N:3]=1. (7) The product is: [Cl:11][C:12]([Cl:20])([Cl:19])[CH2:13][O:14][C:15](=[O:18])[CH:16]([Cl:34])[CH2:17][C:2]1[CH:7]=[CH:6][C:5]([CH2:8][CH2:9][OH:10])=[CH:4][CH:3]=1. Given the reactants N[C:2]1[CH:7]=[CH:6][C:5]([CH2:8][CH2:9][OH:10])=[CH:4][CH:3]=1.[Cl:11][C:12]([Cl:20])([Cl:19])[CH2:13][O:14][C:15](=[O:18])[CH:16]=[CH2:17].COC(=O)C([Cl:34])CC1C=CC(CO)=CC=1, predict the reaction product.